This data is from Full USPTO retrosynthesis dataset with 1.9M reactions from patents (1976-2016). The task is: Predict the reactants needed to synthesize the given product. (1) Given the product [CH3:16][N:4]1[C:5]([C:6]2[CH:11]=[CH:10][C:9]([Br:12])=[CH:8][N:7]=2)=[N:1][N:2]=[N:3]1.[CH3:16][N:3]1[N:2]=[N:1][C:5]([C:6]2[CH:11]=[CH:10][C:9]([Br:12])=[CH:8][N:7]=2)=[N:4]1, predict the reactants needed to synthesize it. The reactants are: [NH:1]1[C:5]([C:6]2[CH:11]=[CH:10][C:9]([Br:12])=[CH:8][N:7]=2)=[N:4][N:3]=[N:2]1.[OH-].[Na+].I[CH3:16].O. (2) Given the product [OH:12][C:5]1[C:6]2[C:11](=[CH:10][CH:9]=[CH:8][CH:7]=2)[C:2]([S:28][C:25]2[CH:26]=[CH:27][C:22]([O:21][CH3:20])=[CH:23][CH:24]=2)=[N:3][C:4]=1[C:13]([NH:15][CH2:16][C:17]([OH:19])=[O:18])=[O:14], predict the reactants needed to synthesize it. The reactants are: Cl[C:2]1[C:11]2[C:6](=[CH:7][CH:8]=[CH:9][CH:10]=2)[C:5]([OH:12])=[C:4]([C:13]([NH:15][CH2:16][C:17]([OH:19])=[O:18])=[O:14])[N:3]=1.[CH3:20][O:21][C:22]1[CH:27]=[CH:26][C:25]([SH:28])=[CH:24][CH:23]=1. (3) Given the product [C:1]([O:5][C:6]([N:8]1[CH:13]([C:14]2[NH:28][C:24]3[C:25]4[C:20]([CH:21]=[CH:22][C:23]=3[N:29]=2)=[CH:19][C:18]([Br:17])=[CH:27][CH:26]=4)[CH2:12][CH:11]2[CH:9]1[CH2:10]2)=[O:7])([CH3:4])([CH3:3])[CH3:2], predict the reactants needed to synthesize it. The reactants are: [C:1]([O:5][C:6]([N:8]1[CH:13]([C:14](O)=O)[CH2:12][CH:11]2[CH:9]1[CH2:10]2)=[O:7])([CH3:4])([CH3:3])[CH3:2].[Br:17][C:18]1[CH:27]=[CH:26][C:25]2[C:20](=[CH:21][CH:22]=[C:23]([NH2:29])[C:24]=2[NH2:28])[CH:19]=1.CN(C(ON1N=NC2C=CC=NC1=2)=[N+](C)C)C.F[P-](F)(F)(F)(F)F.CCN(C(C)C)C(C)C.C(=O)(O)[O-].[Na+].[OH-].[Na+]. (4) Given the product [CH3:8][C:5]1[CH:6]=[CH:7][C:2]([N:9]2[CH2:10][CH2:11][CH:12]([NH:15][C:16](=[O:22])[O:17][C:18]([CH3:20])([CH3:19])[CH3:21])[CH2:13][CH2:14]2)=[N:3][CH:4]=1, predict the reactants needed to synthesize it. The reactants are: Br[C:2]1[CH:7]=[CH:6][C:5]([CH3:8])=[CH:4][N:3]=1.[NH:9]1[CH2:14][CH2:13][CH:12]([NH:15][C:16](=[O:22])[O:17][C:18]([CH3:21])([CH3:20])[CH3:19])[CH2:11][CH2:10]1.C1CCN2C(=NCCC2)CC1.CCOC(C)=O.